From a dataset of Reaction yield outcomes from USPTO patents with 853,638 reactions. Predict the reaction yield, written as a fraction of the theoretical maximum amount of product (1.0 means a 100% yield; for example, 0.34 means a 34% yield). (1) The reactants are [CH3:1][C:2]1[CH:11]=[CH:10][C:9]2[C:4](=[CH:5][CH:6]=[CH:7][C:8]=2[N:12]2[CH2:17][CH2:16][N:15]([CH2:18][CH2:19][C:20]3[CH:29]=[CH:28][CH:27]=[C:26]4[C:21]=3[CH:22]=[CH:23][C:24]3[N:25]4[N:30]=[N:31][C:32]=3[C:33]([O:35]CC)=O)[CH2:14][CH2:13]2)[N:3]=1.[OH-].[K+].C[Si](C)(C)[NH:42][Si](C)(C)C.[ClH:49]. The yield is 0.230. The catalyst is CO.C(O)C. The product is [ClH:49].[ClH:49].[CH3:1][C:2]1[CH:11]=[CH:10][C:9]2[C:4](=[CH:5][CH:6]=[CH:7][C:8]=2[N:12]2[CH2:13][CH2:14][N:15]([CH2:18][CH2:19][C:20]3[CH:29]=[CH:28][CH:27]=[C:26]4[C:21]=3[CH:22]=[CH:23][C:24]3[N:25]4[N:30]=[N:31][C:32]=3[C:33]([NH2:42])=[O:35])[CH2:16][CH2:17]2)[N:3]=1. (2) The reactants are Br[C:2]1[CH:3]=[CH:4][C:5]([N:26]2[CH2:31][CH2:30][O:29][CH2:28][CH2:27]2)=[C:6]([CH:25]=1)[C:7]([N:9]1[CH2:14][CH2:13][N:12]([C:15]2[CH:20]=[CH:19][C:18]([C:21](=[O:23])[CH3:22])=[CH:17][C:16]=2[F:24])[CH2:11][CH2:10]1)=[O:8].C([Sn](CCCC)(CCCC)[C:37]([O:39]CC)=[CH2:38])CCC.Cl. The catalyst is C1(C)C=CC=CC=1.Cl[Pd](Cl)([P](C1C=CC=CC=1)(C1C=CC=CC=1)C1C=CC=CC=1)[P](C1C=CC=CC=1)(C1C=CC=CC=1)C1C=CC=CC=1. The product is [C:37]([C:2]1[CH:3]=[CH:4][C:5]([N:26]2[CH2:27][CH2:28][O:29][CH2:30][CH2:31]2)=[C:6]([CH:25]=1)[C:7]([N:9]1[CH2:10][CH2:11][N:12]([C:15]2[CH:20]=[CH:19][C:18]([C:21](=[O:23])[CH3:22])=[CH:17][C:16]=2[F:24])[CH2:13][CH2:14]1)=[O:8])(=[O:39])[CH3:38]. The yield is 0.100. (3) The reactants are O.C(=O)([O-])[O-].[Na+].[Na+].[C:8]([C:12]1[CH:17]=[CH:16][C:15](B(O)O)=[CH:14][CH:13]=1)([CH3:11])([CH3:10])[CH3:9].Br[C:22]1[S:23][C:24](Br)=[CH:25][C:26]=1[Br:27]. The catalyst is O.C1COCC1.C1C=CC([P]([Pd]([P](C2C=CC=CC=2)(C2C=CC=CC=2)C2C=CC=CC=2)([P](C2C=CC=CC=2)(C2C=CC=CC=2)C2C=CC=CC=2)[P](C2C=CC=CC=2)(C2C=CC=CC=2)C2C=CC=CC=2)(C2C=CC=CC=2)C2C=CC=CC=2)=CC=1. The product is [Br:27][C:26]1[CH:25]=[C:24]([C:15]2[CH:16]=[CH:17][C:12]([C:8]([CH3:11])([CH3:10])[CH3:9])=[CH:13][CH:14]=2)[S:23][C:22]=1[C:15]1[CH:16]=[CH:17][C:12]([C:8]([CH3:11])([CH3:10])[CH3:9])=[CH:13][CH:14]=1. The yield is 0.890. (4) The reactants are [Cl:1][C:2]1[CH:7]=[CH:6][CH:5]=[C:4]([Cl:8])[C:3]=1[NH:9][C:10](=[O:28])[NH:11][C:12]1[CH:17]=[CH:16][C:15]([CH2:18][C:19]([O:21]C(C)(C)C)=[O:20])=[CH:14][C:13]=1[O:26][CH3:27].C(O)(C(F)(F)F)=O. The catalyst is C(Cl)Cl. The product is [Cl:1][C:2]1[CH:7]=[CH:6][CH:5]=[C:4]([Cl:8])[C:3]=1[NH:9][C:10](=[O:28])[NH:11][C:12]1[CH:17]=[CH:16][C:15]([CH2:18][C:19]([OH:21])=[O:20])=[CH:14][C:13]=1[O:26][CH3:27]. The yield is 0.760. (5) The reactants are [O:1]1[CH2:6][CH2:5][CH2:4][CH2:3][CH:2]1[O:7][N:8]1[C@@H:11]([CH3:12])[C@@H:10]([CH2:13][CH2:14][CH2:15][C:16]2[CH:21]=[CH:20][CH:19]=[CH:18][CH:17]=2)[C:9]1=[O:22].[OH-:23].[Na+]. The catalyst is O1CCOCC1. The product is [C:16]1([CH2:15][CH2:14][CH2:13][C@H:10]([C@@H:11]([NH:8][O:7][CH:2]2[CH2:3][CH2:4][CH2:5][CH2:6][O:1]2)[CH3:12])[C:9]([OH:22])=[O:23])[CH:21]=[CH:20][CH:19]=[CH:18][CH:17]=1. The yield is 0.990. (6) The product is [C:1]([O:5][C:6]([N:8]1[C:16]2[C:11](=[CH:12][CH:13]=[C:14]([OH:17])[CH:15]=2)[C:10]([NH2:25])=[N:9]1)=[O:7])([CH3:4])([CH3:2])[CH3:3]. The reactants are [C:1]([O:5][C:6]([N:8]1[C:16]2[C:11](=[CH:12][CH:13]=[C:14]([O:17][Si](C(C)(C)C)(C)C)[CH:15]=2)[C:10]([NH2:25])=[N:9]1)=[O:7])([CH3:4])([CH3:3])[CH3:2].CCCC[N+](CCCC)(CCCC)CCCC.[F-].O.C(Cl)Cl.CCOC(C)=O. The catalyst is C1COCC1. The yield is 0.930. (7) The reactants are [CH2:1]1[C:13]2[NH:12][C:11]3[C:6](=[CH:7][C:8]([NH2:14])=[CH:9][CH:10]=3)[C:5]=2[CH2:4][CH2:3][CH2:2]1.[O:15]1[C:19]2[CH:20]=[CH:21][C:22]([C:24]3([C:27](O)=[O:28])[CH2:26][CH2:25]3)=[CH:23][C:18]=2[O:17][CH2:16]1.C(N(C(C)C)CC)(C)C.F[P-](F)(F)(F)(F)F.C[N+](C)=C(N(C)C)O. The catalyst is C(#N)C. The product is [O:15]1[C:19]2[CH:20]=[CH:21][C:22]([C:24]3([C:27]([NH:14][C:8]4[CH:7]=[C:6]5[C:11](=[CH:10][CH:9]=4)[NH:12][C:13]4[CH2:1][CH2:2][CH2:3][CH2:4][C:5]5=4)=[O:28])[CH2:25][CH2:26]3)=[CH:23][C:18]=2[O:17][CH2:16]1. The yield is 0.700. (8) The reactants are [N:1]1[N:9]2[C:4]([CH2:5][O:6][CH2:7][CH2:8]2)=[CH:3][C:2]=1[NH2:10].Br[C:12]1[C:13](=[O:20])[N:14]([CH3:19])[CH:15]=[C:16]([Br:18])[CH:17]=1.C(=O)([O-])[O-].[Cs+].[Cs+].CC1(C)C2C(=C(P(C3C=CC=CC=3)C3C=CC=CC=3)C=CC=2)OC2C(P(C3C=CC=CC=3)C3C=CC=CC=3)=CC=CC1=2. The yield is 0.310. The catalyst is C1C=CC(/C=C/C(/C=C/C2C=CC=CC=2)=O)=CC=1.C1C=CC(/C=C/C(/C=C/C2C=CC=CC=2)=O)=CC=1.C1C=CC(/C=C/C(/C=C/C2C=CC=CC=2)=O)=CC=1.[Pd].[Pd].O1CCOCC1. The product is [Br:18][C:16]1[CH:17]=[C:12]([NH:10][C:2]2[CH:3]=[C:4]3[CH2:5][O:6][CH2:7][CH2:8][N:9]3[N:1]=2)[C:13](=[O:20])[N:14]([CH3:19])[CH:15]=1. (9) The reactants are [Br:1][C:2]1[CH:7]=[CH:6][C:5]([NH:8][C:9]2[C:10]([C:20]([OH:22])=O)=[CH:11][C:12]3[N:16](C)[CH:15]=[N:14][C:13]=3[C:18]=2[F:19])=[C:4]([Cl:23])[CH:3]=1.C1C=CC2N(O)N=[N:30][C:28]=2C=1.C(N(CC)CC)C.CN.CCN=C=NCCCN(C)C.Cl. The catalyst is CN(C)C=O.C(OCC)(=O)C.O. The product is [CH3:28][NH:30][C:20]([C:10]1[C:9]([NH:8][C:5]2[CH:6]=[CH:7][C:2]([Br:1])=[CH:3][C:4]=2[Cl:23])=[C:18]([F:19])[C:13]2[N:14]=[CH:15][NH:16][C:12]=2[CH:11]=1)=[O:22]. The yield is 0.420.